Dataset: Forward reaction prediction with 1.9M reactions from USPTO patents (1976-2016). Task: Predict the product of the given reaction. Given the reactants Br[C:2]1[CH:7]=[CH:6][C:5]([F:8])=[CH:4][C:3]=1[CH2:9][CH2:10][S:11](Cl)(=[O:13])=[O:12].[NH2:15][C:16]1[CH:21]=[CH:20][CH:19]=[CH:18][CH:17]=1.[CH3:22][N:23](C)[CH2:24][CH3:25].[CH3:27]O, predict the reaction product. The product is: [F:8][C:5]1[CH:6]=[CH:7][C:2]2[N:15]([C:16]3[CH:21]=[CH:20][CH:19]=[CH:18][CH:17]=3)[S:11](=[O:13])(=[O:12])[CH:10]([CH2:27][CH2:25][CH2:24][NH:23][CH3:22])[CH2:9][C:3]=2[CH:4]=1.